From a dataset of Reaction yield outcomes from USPTO patents with 853,638 reactions. Predict the reaction yield, written as a fraction of the theoretical maximum amount of product (1.0 means a 100% yield; for example, 0.34 means a 34% yield). (1) The reactants are [CH2:1]([CH:8]1[C:14](=[O:15])[C:13](=[N:16]O)[CH:12]2[CH2:18][CH:9]1[CH2:10][CH2:11]2)[C:2]1[CH:7]=[CH:6][CH:5]=[CH:4][N:3]=1.Cl.[H][H]. The catalyst is [Pd].C(O)C. The product is [CH2:1]([CH:8]1[C:14](=[O:15])[CH:13]([NH2:16])[CH:12]2[CH2:18][CH:9]1[CH2:10][CH2:11]2)[C:2]1[CH:7]=[CH:6][CH:5]=[CH:4][N:3]=1. The yield is 0.860. (2) The reactants are S(Cl)(Cl)=O.[C:5]([C:8]1[CH:15]=[CH:14][C:11]([CH:12]=[O:13])=[CH:10][CH:9]=1)([OH:7])=O.[CH2:16]([NH:18][CH3:19])[CH3:17]. The catalyst is ClCCl.CN(C)C=O. The product is [CH2:16]([N:18]([CH3:19])[C:5](=[O:7])[C:8]1[CH:15]=[CH:14][C:11]([CH:12]=[O:13])=[CH:10][CH:9]=1)[CH3:17]. The yield is 0.380. (3) The reactants are [C:1]([CH2:4][N:5]1[CH2:18][CH2:17][CH2:16][N:15]2[CH2:19][CH:20]([CH2:22][C:23]3[CH:28]=[CH:27][C:26]([NH2:29])=[CH:25][CH:24]=3)[CH2:21][N:8]([CH2:9][CH2:10][CH2:11][N:12]([CH2:30][C:31]([OH:33])=[O:32])[CH2:13][CH2:14]2)[CH2:7][CH2:6]1)([OH:3])=[O:2].[C:34](Cl)(Cl)=[S:35]. The catalyst is Cl.C(Cl)(Cl)Cl. The product is [C:1]([CH2:4][N:5]1[CH2:18][CH2:17][CH2:16][N:15]2[CH2:19][CH:20]([CH2:22][C:23]3[CH:24]=[CH:25][C:26]([N:29]=[C:34]=[S:35])=[CH:27][CH:28]=3)[CH2:21][N:8]([CH2:9][CH2:10][CH2:11][N:12]([CH2:30][C:31]([OH:33])=[O:32])[CH2:13][CH2:14]2)[CH2:7][CH2:6]1)([OH:3])=[O:2]. The yield is 0.980.